Task: Predict the reactants needed to synthesize the given product.. Dataset: Full USPTO retrosynthesis dataset with 1.9M reactions from patents (1976-2016) Given the product [CH:1]1([N:9]2[CH2:10][CH2:11][CH2:12][N:6]([C:13]([C@H:15]3[CH2:19][C@@H:18]([OH:20])[CH2:17][N:16]3[C:21](=[O:23])[CH3:22])=[O:14])[CH2:7][CH2:8]2)[CH2:4][CH2:3][CH2:2]1, predict the reactants needed to synthesize it. The reactants are: [C:1]1(=O)[CH2:4][CH2:3][CH2:2]1.[N:6]1([C:13]([C@H:15]2[CH2:19][C@@H:18]([OH:20])[CH2:17][N:16]2[C:21](=[O:23])[CH3:22])=[O:14])[CH2:12][CH2:11][CH2:10][NH:9][CH2:8][CH2:7]1.C(O[BH-](OC(=O)C)OC(=O)C)(=O)C.[Na+].[OH-].[Na+].[O-]S([O-])(=O)=O.[Mg+2].